From a dataset of Reaction yield outcomes from USPTO patents with 853,638 reactions. Predict the reaction yield, written as a fraction of the theoretical maximum amount of product (1.0 means a 100% yield; for example, 0.34 means a 34% yield). The reactants are [C:1]([O:5][C:6]([NH:8][C:9]1[CH:10]=[C:11]([CH3:34])[C:12]([O:15][C:16]2[CH:21]=[C:20]([O:22][CH2:23][CH2:24][O:25][CH3:26])[CH:19]=[CH:18][C:17]=2/[CH:27]=[CH:28]/[C:29]([O:31]CC)=[O:30])=[N:13][CH:14]=1)=[O:7])([CH3:4])([CH3:3])[CH3:2].[OH-].[Na+]. The catalyst is O1CCCC1.C(O)C. The product is [C:1]([O:5][C:6]([NH:8][C:9]1[CH:10]=[C:11]([CH3:34])[C:12]([O:15][C:16]2[CH:21]=[C:20]([O:22][CH2:23][CH2:24][O:25][CH3:26])[CH:19]=[CH:18][C:17]=2/[CH:27]=[CH:28]/[C:29]([OH:31])=[O:30])=[N:13][CH:14]=1)=[O:7])([CH3:4])([CH3:3])[CH3:2]. The yield is 0.990.